This data is from Peptide-MHC class I binding affinity with 185,985 pairs from IEDB/IMGT. The task is: Regression. Given a peptide amino acid sequence and an MHC pseudo amino acid sequence, predict their binding affinity value. This is MHC class I binding data. The peptide sequence is TNKFAAICTH. The MHC is HLA-A31:01 with pseudo-sequence HLA-A31:01. The binding affinity (normalized) is 0.0891.